From a dataset of Reaction yield outcomes from USPTO patents with 853,638 reactions. Predict the reaction yield, written as a fraction of the theoretical maximum amount of product (1.0 means a 100% yield; for example, 0.34 means a 34% yield). (1) The product is [C:1]([O:5][C@@H:6]([C@H:8]1[CH2:12][O:11][C:10](=[O:13])[N:9]1[C:14]1[CH:19]=[CH:18][N:17]=[C:16]([NH:29][C@H:27]([C:21]2[CH:26]=[CH:25][CH:24]=[CH:23][CH:22]=2)[CH3:28])[N:15]=1)[CH3:7])([CH3:4])([CH3:3])[CH3:2]. The reactants are [C:1]([O:5][C@@H:6]([C@H:8]1[CH2:12][O:11][C:10](=[O:13])[N:9]1[C:14]1[CH:19]=[CH:18][N:17]=[C:16](F)[N:15]=1)[CH3:7])([CH3:4])([CH3:3])[CH3:2].[C:21]1([C@@H:27]([NH2:29])[CH3:28])[CH:26]=[CH:25][CH:24]=[CH:23][CH:22]=1.CCN(C(C)C)C(C)C.O. The yield is 0.930. The catalyst is CS(C)=O.CCCCCCC.C(OCC)(=O)C. (2) The reactants are [N+:1]([C:4]1[CH:21]=[CH:20][C:7]([CH2:8][C:9]2O[C:13](=O)[C:12]3[CH:16]=[CH:17][CH:18]=[CH:19][C:11]=3[N:10]=2)=[CH:6][CH:5]=1)([O-:3])=[O:2].C(=O)(O)O.[NH2:26][NH:27][C:28]([NH2:30])=[NH:29]. The catalyst is N1C=CC=CC=1.C(OCC)(=O)C. The product is [N+:1]([C:4]1[CH:21]=[CH:20][C:7]([CH2:8][C:9]2[N:26]3[N:27]=[C:28]([NH2:30])[N:29]=[C:13]3[C:12]3[CH:16]=[CH:17][CH:18]=[CH:19][C:11]=3[N:10]=2)=[CH:6][CH:5]=1)([O-:3])=[O:2]. The yield is 0.420.